This data is from Full USPTO retrosynthesis dataset with 1.9M reactions from patents (1976-2016). The task is: Predict the reactants needed to synthesize the given product. (1) Given the product [C:26]1([C:21]2([CH2:20][NH:19][C:17]([N:14]3[CH2:13][CH2:12][CH:11]([S:10][C:7]4[CH:6]=[CH:5][C:4]([CH2:3][CH2:2][NH:1][CH2:60][C@H:58]([OH:59])[CH2:57][O:56][C:53]5[CH:54]=[CH:55][C:50]([OH:49])=[CH:51][CH:52]=5)=[CH:9][CH:8]=4)[CH2:16][CH2:15]3)=[O:18])[CH2:25][CH2:24][CH2:23][CH2:22]2)[CH:27]=[CH:28][CH:29]=[CH:30][CH:31]=1, predict the reactants needed to synthesize it. The reactants are: [NH2:1][CH2:2][CH2:3][C:4]1[CH:9]=[CH:8][C:7]([S:10][CH:11]2[CH2:16][CH2:15][N:14]([C:17]([NH:19][CH2:20][C:21]3([C:26]4[CH:31]=[CH:30][CH:29]=[CH:28][CH:27]=4)[CH2:25][CH2:24][CH2:23][CH2:22]3)=[O:18])[CH2:13][CH2:12]2)=[CH:6][CH:5]=1.C([Si]([O:49][C:50]1[CH:55]=[CH:54][C:53]([O:56][CH2:57][CH:58]2[CH2:60][O:59]2)=[CH:52][CH:51]=1)(C1C=CC=CC=1)C1C=CC=CC=1)(C)(C)C. (2) The reactants are: C[Si](C)(C)CCOC[N:7](COCC[Si](C)(C)C)[C:8]1[N:13]2[N:14]=[CH:15][C:16]([C:17]3[CH:18]=[N:19][N:20]([C:22]4[CH:27]=[CH:26][CH:25]=[CH:24][CH:23]=4)[CH:21]=3)=[C:12]2[N:11]=[C:10]([CH:28]2[CH2:33][CH2:32][C:31]([CH2:35][OH:36])([OH:34])[CH2:30][CH2:29]2)[C:9]=1[Br:37].Cl. Given the product [NH2:7][C:8]1[N:13]2[N:14]=[CH:15][C:16]([C:17]3[CH:18]=[N:19][N:20]([C:22]4[CH:23]=[CH:24][CH:25]=[CH:26][CH:27]=4)[CH:21]=3)=[C:12]2[N:11]=[C:10]([CH:28]2[CH2:33][CH2:32][C:31]([CH2:35][OH:36])([OH:34])[CH2:30][CH2:29]2)[C:9]=1[Br:37], predict the reactants needed to synthesize it. (3) Given the product [ClH:56].[CH3:1][O:2][C:3]1[CH:14]=[CH:13][C:6]2[CH2:7][CH2:8][CH2:9][CH:10]([NH:12][CH2:24][C@H:23]([OH:25])[CH2:22][S:21][C:15]3[CH:20]=[CH:19][CH:18]=[CH:17][CH:16]=3)[CH2:11][C:5]=2[CH:4]=1, predict the reactants needed to synthesize it. The reactants are: [CH3:1][O:2][C:3]1[CH:14]=[CH:13][C:6]2[CH2:7][CH2:8][CH2:9][CH:10]([NH2:12])[CH2:11][C:5]=2[CH:4]=1.[C:15]1([S:21][CH2:22][C@H:23]2[O:25][CH2:24]2)[CH:20]=[CH:19][CH:18]=[CH:17][CH:16]=1.FC(F)(F)S([O-])(=O)=O.[Yb+3].FC(F)(F)S([O-])(=O)=O.FC(F)(F)S([O-])(=O)=O.C(=O)([O-])O.[Na+].[Cl:56]CCl. (4) The reactants are: Cl[C:2](Cl)([O:4]C(=O)OC(Cl)(Cl)Cl)Cl.[C:13]1([S:19]([CH2:22][CH2:23][OH:24])(=[O:21])=[O:20])[CH:18]=[CH:17][CH:16]=[CH:15][CH:14]=1.N1C=CC=CC=1.[NH2:31][C:32]1[CH:37]=[CH:36][N:35]([CH:38]2[CH2:42][O:41][CH:40]([C:43]([CH3:51])([CH3:50])[O:44][SiH2:45][C:46]([CH3:49])([CH3:48])[CH3:47])[O:39]2)[C:34](=[O:52])[N:33]=1. Given the product [C:13]1([S:19]([CH2:22][CH2:23][O:24][C:2](=[O:4])[NH:31][C:32]2[CH:37]=[CH:36][N:35]([CH:38]3[CH2:42][O:41][CH:40]([C:43]([CH3:51])([CH3:50])[O:44][SiH2:45][C:46]([CH3:47])([CH3:49])[CH3:48])[O:39]3)[C:34](=[O:52])[N:33]=2)(=[O:20])=[O:21])[CH:14]=[CH:15][CH:16]=[CH:17][CH:18]=1, predict the reactants needed to synthesize it.